From a dataset of Full USPTO retrosynthesis dataset with 1.9M reactions from patents (1976-2016). Predict the reactants needed to synthesize the given product. (1) Given the product [C:1]([O:5][C:6]([C:8]1[C:9]([C:14]2[CH:19]=[CH:18][C:17]([CH2:20][N:21]3[C:25]([CH2:26][NH:27][C:39](=[O:40])[C@@H:38]([S:37][C:34](=[O:36])[CH3:35])[CH2:42][CH:43]([CH3:45])[CH3:44])=[C:24]([CH2:28][CH3:29])[N:23]=[C:22]3[O:30][CH2:31][CH3:32])=[C:16]([F:33])[CH:15]=2)=[CH:10][CH:11]=[CH:12][CH:13]=1)=[O:7])([CH3:3])([CH3:2])[CH3:4], predict the reactants needed to synthesize it. The reactants are: [C:1]([O:5][C:6]([C:8]1[C:9]([C:14]2[CH:19]=[CH:18][C:17]([CH2:20][N:21]3[C:25]([CH2:26][NH2:27])=[C:24]([CH2:28][CH3:29])[N:23]=[C:22]3[O:30][CH2:31][CH3:32])=[C:16]([F:33])[CH:15]=2)=[CH:10][CH:11]=[CH:12][CH:13]=1)=[O:7])([CH3:4])([CH3:3])[CH3:2].[C:34]([S:37][C@@H:38]([CH2:42][CH:43]([CH3:45])[CH3:44])[C:39](O)=[O:40])(=[O:36])[CH3:35].CN1CCOCC1.CN(C=O)C.C(Cl)CCl. (2) Given the product [O:1]1[C:5]2[CH:6]=[CH:7][CH:8]=[CH:9][C:4]=2[N:3]=[C:2]1[C:10]1[CH:30]=[CH:29][C:13]2[N:14]([CH2:18][C:19]3[CH:24]=[CH:23][CH:22]=[C:21]([C:25]([OH:27])=[O:26])[CH:20]=3)[C:15]([CH3:17])=[N:16][C:12]=2[CH:11]=1, predict the reactants needed to synthesize it. The reactants are: [O:1]1[C:5]2[CH:6]=[CH:7][CH:8]=[CH:9][C:4]=2[N:3]=[C:2]1[C:10]1[CH:30]=[CH:29][C:13]2[N:14]([CH2:18][C:19]3[CH:24]=[CH:23][CH:22]=[C:21]([C:25]([O:27]C)=[O:26])[CH:20]=3)[C:15]([CH3:17])=[N:16][C:12]=2[CH:11]=1.[OH-].[Na+].CO. (3) Given the product [Cl:1][C:2]1[CH:13]=[CH:12][C:5]2[S:6][C:7]([CH2:10][NH:15][CH3:14])=[C:8]([CH3:9])[C:4]=2[CH:3]=1, predict the reactants needed to synthesize it. The reactants are: [Cl:1][C:2]1[CH:13]=[CH:12][C:5]2[S:6][C:7]([CH:10]=O)=[C:8]([CH3:9])[C:4]=2[CH:3]=1.[CH3:14][NH2:15].[BH4-].[Na+].